This data is from Reaction yield outcomes from USPTO patents with 853,638 reactions. The task is: Predict the reaction yield, written as a fraction of the theoretical maximum amount of product (1.0 means a 100% yield; for example, 0.34 means a 34% yield). (1) The reactants are [CH3:1][C:2]([CH3:7])([CH3:6])[C:3]([NH2:5])=[O:4].C(Cl)(=O)[C:9](Cl)=[O:10].[C:14]([O:18][C:19]([N:21]([C:42]([O:44][C:45]([CH3:48])([CH3:47])[CH3:46])=[O:43])[C:22]1[N:27]=[CH:26][C:25]([C:28]2[CH:33]=[C:32]([O:34][C:35]3[CH:36]=[N:37][C:38]([NH2:41])=[CH:39][CH:40]=3)[CH:31]=[CH:30][N:29]=2)=[CH:24][CH:23]=1)=[O:20])([CH3:17])([CH3:16])[CH3:15]. The catalyst is ClCCCl.C(Cl)Cl.[Cl-].[Na+].O. The product is [C:45]([O:44][C:42]([N:21]([C:19]([O:18][C:14]([CH3:17])([CH3:16])[CH3:15])=[O:20])[C:22]1[N:27]=[CH:26][C:25]([C:28]2[CH:33]=[C:32]([O:34][C:35]3[CH:40]=[CH:39][C:38]([NH:41][C:9]([NH:5][C:3](=[O:4])[C:2]([CH3:7])([CH3:6])[CH3:1])=[O:10])=[N:37][CH:36]=3)[CH:31]=[CH:30][N:29]=2)=[CH:24][CH:23]=1)=[O:43])([CH3:48])([CH3:47])[CH3:46]. The yield is 0.910. (2) The reactants are [NH2:1][C:2](N)=[S:3].[Cl:5][C:6]1[CH:11]=[CH:10][C:9]([C:12]([C:14]2C(Cl)=N[CH:17]=[CH:18][CH:19]=2)=[O:13])=[CH:8][CH:7]=1. The catalyst is O.C(O)C. The product is [ClH:5].[Cl:5][C:6]1[CH:7]=[CH:8][C:9]([C:12]([C:14]2[C:2]([SH:3])=[N:1][CH:17]=[CH:18][CH:19]=2)=[O:13])=[CH:10][CH:11]=1. The yield is 0.760. (3) The reactants are FC(F)(F)C([O-])=O.[F:8][C:9]1[CH:22]=[CH:21][C:12]([CH2:13][N:14]2[CH2:19][CH2:18][NH2+:17][CH2:16][C:15]2=[O:20])=[CH:11][CH:10]=1.[CH:23]([O:26][C:27]([C:29]1[C:34]([C:35](O)=[O:36])=[CH:33][CH:32]=[CH:31][N:30]=1)=[O:28])([CH3:25])[CH3:24].C(Cl)CCl.C(N(CC)CC)C. The catalyst is C(Cl)Cl.CN(C=O)C. The product is [CH:23]([O:26][C:27]([C:29]1[C:34]([C:35]([N:17]2[CH2:18][CH2:19][N:14]([CH2:13][C:12]3[CH:21]=[CH:22][C:9]([F:8])=[CH:10][CH:11]=3)[C:15](=[O:20])[CH2:16]2)=[O:36])=[CH:33][CH:32]=[CH:31][N:30]=1)=[O:28])([CH3:25])[CH3:24]. The yield is 1.00. (4) The yield is 0.380. The reactants are [Cl-].O[NH3+:3].[C:4](=[O:7])([O-])[OH:5].[Na+].CS(C)=O.[O:13]1[C:17]2([CH2:22][CH2:21][N:20]([C:23]3[CH:28]=[CH:27][C:26]([N:29]4[C:34](=[O:35])[C:33]([CH2:36][C:37]5[CH:42]=[CH:41][C:40]([C:43]6[C:44]([C:49]#[N:50])=[CH:45][CH:46]=[CH:47][CH:48]=6)=[CH:39][CH:38]=5)=[C:32]([CH2:51][CH2:52][CH3:53])[N:31]=[C:30]4[CH2:54][CH3:55])=[CH:25][CH:24]=3)[CH2:19][CH2:18]2)[O:16][CH2:15][CH2:14]1. The catalyst is O. The product is [O:13]1[C:17]2([CH2:22][CH2:21][N:20]([C:23]3[CH:24]=[CH:25][C:26]([N:29]4[C:34](=[O:35])[C:33]([CH2:36][C:37]5[CH:42]=[CH:41][C:40]([C:43]6[CH:48]=[CH:47][CH:46]=[CH:45][C:44]=6[C:49]6[NH:3][C:4](=[O:7])[O:5][N:50]=6)=[CH:39][CH:38]=5)=[C:32]([CH2:51][CH2:52][CH3:53])[N:31]=[C:30]4[CH2:54][CH3:55])=[CH:27][CH:28]=3)[CH2:19][CH2:18]2)[O:16][CH2:15][CH2:14]1. (5) The reactants are [OH:1][C:2]1([CH2:15][CH:16]=O)[CH2:14][CH2:13][C:5]2([O:10][CH2:9][C:8]([CH3:12])([CH3:11])[CH2:7][O:6]2)[CH2:4][CH2:3]1.[C@@H:18]1([NH2:27])[C:26]2[C:21](=[CH:22][CH:23]=[CH:24][CH:25]=2)[CH2:20][CH2:19]1. No catalyst specified. The yield is 0.260. The product is [C@@H:18]1([NH:27][CH2:16][CH2:15][C:2]2([OH:1])[CH2:3][CH2:4][C:5]3([O:10][CH2:9][C:8]([CH3:12])([CH3:11])[CH2:7][O:6]3)[CH2:13][CH2:14]2)[C:26]2[C:21](=[CH:22][CH:23]=[CH:24][CH:25]=2)[CH2:20][CH2:19]1. (6) The reactants are Br[C:2]1[CH:11]=[C:10]2[C:5]([N:6]=[C:7]([NH:15][CH2:16][CH2:17][CH2:18][OH:19])[C:8]3[N:9]2[CH:12]=[CH:13][N:14]=3)=[CH:4][C:3]=1[C:20]([F:23])([F:22])[F:21].[CH3:24][C:25]1(C)C(C)(C)OB(C=C)O1.C(B1OC(C)(C)C(C)(C)O1)=C.C(=O)([O-])[O-].[K+].[K+]. The catalyst is C(#N)C.O.C1(P(C2C=CC=CC=2)[C-]2C=CC=C2)C=CC=CC=1.[C-]1(P(C2C=CC=CC=2)C2C=CC=CC=2)C=CC=C1.[Fe+2].[Pd](Cl)Cl. The product is [F:21][C:20]([F:23])([F:22])[C:3]1[CH:4]=[C:5]2[C:10](=[CH:11][C:2]=1[CH:24]=[CH2:25])[N:9]1[CH:12]=[CH:13][N:14]=[C:8]1[C:7]([NH:15][CH2:16][CH2:17][CH2:18][OH:19])=[N:6]2. The yield is 0.140. (7) The reactants are [CH3:1][O:2][C:3]1[C:8]2[C:9](=[O:23])[O:10][C:11]([C:13]3[C:22]4[C:17](=[CH:18][CH:19]=[CH:20][CH:21]=4)[CH:16]=[CH:15][CH:14]=3)=[N:12][C:7]=2[CH:6]=[CH:5][CH:4]=1.[N:24]1([CH2:30][CH2:31][NH2:32])[CH2:29][CH2:28][CH2:27][CH2:26][CH2:25]1. No catalyst specified. The product is [CH3:1][O:2][C:3]1[C:8]([C:9]([NH:32][CH2:31][CH2:30][N:24]2[CH2:29][CH2:28][CH2:27][CH2:26][CH2:25]2)=[O:23])=[C:7]([NH:12][C:11]([C:13]2[C:22]3[C:17](=[CH:18][CH:19]=[CH:20][CH:21]=3)[CH:16]=[CH:15][CH:14]=2)=[O:10])[CH:6]=[CH:5][CH:4]=1. The yield is 0.560. (8) The catalyst is CS(C)=O.C(OCC)(=O)C. The product is [C:17]([C:19]1[CH:20]=[C:21]([CH2:26][C:27]([O:29][CH3:30])=[O:28])[CH:22]=[CH:23][C:24]=1[N:1]1[C:9]2[C:4](=[CH:5][C:6]([C:10]([O:12][C:13]([CH3:16])([CH3:15])[CH3:14])=[O:11])=[CH:7][CH:8]=2)[CH:3]=[CH:2]1)#[N:18]. The reactants are [NH:1]1[C:9]2[C:4](=[CH:5][C:6]([C:10]([O:12][C:13]([CH3:16])([CH3:15])[CH3:14])=[O:11])=[CH:7][CH:8]=2)[CH:3]=[CH:2]1.[C:17]([C:19]1[CH:20]=[C:21]([CH2:26][C:27]([O:29][CH3:30])=[O:28])[CH:22]=[CH:23][C:24]=1F)#[N:18].C(=O)([O-])[O-].[K+].[K+]. The yield is 0.320. (9) The reactants are [OH:1][C@H:2]1[CH2:19][CH2:18][C@@:17]2([CH3:20])[C@@H:4]([CH2:5][CH2:6][C@:7]3([CH3:32])[CH:16]2[CH2:15][CH2:14][C@H:13]2[C@@:8]3([CH3:31])[CH2:9][CH2:10][C@@:11]3([C:27]([O:29][CH3:30])=[O:28])[CH2:23][CH2:22][C@@H:21]([C:24]([CH3:26])=[CH2:25])[C@@H:12]32)[C:3]1([CH3:34])[CH3:33].C1C=C[NH+]=CC=1.[O-][Cr](Cl)(=O)=O. The catalyst is C(Cl)Cl. The product is [CH3:31][C@:8]12[C@@:7]3([CH3:32])[CH:16]([C@:17]4([CH3:20])[C@@H:4]([CH2:5][CH2:6]3)[C:3]([CH3:33])([CH3:34])[C:2](=[O:1])[CH2:19][CH2:18]4)[CH2:15][CH2:14][C@@H:13]1[C@H:12]1[C@H:21]([C:24]([CH3:26])=[CH2:25])[CH2:22][CH2:23][C@:11]1([C:27]([O:29][CH3:30])=[O:28])[CH2:10][CH2:9]2. The yield is 1.00. (10) The reactants are [F:1][CH2:2][C:3]1[N:4]([C:9]2[C:18]3[C:13](=[CH:14][CH:15]=[CH:16][CH:17]=3)[C:12]([CH3:19])=[CH:11][CH:10]=2)[C:5]([SH:8])=[N:6][N:7]=1.C([O-])([O-])=O.[K+].[K+].Cl[CH2:27][C:28]([NH:30][C:31]1[CH:36]=[CH:35][C:34]([S:37](=[O:40])(=[O:39])[NH2:38])=[CH:33][C:32]=1[CH3:41])=[O:29].O. The catalyst is CN(C=O)C. The product is [F:1][CH2:2][C:3]1[N:4]([C:9]2[C:18]3[C:13](=[CH:14][CH:15]=[CH:16][CH:17]=3)[C:12]([CH3:19])=[CH:11][CH:10]=2)[C:5]([S:8][CH2:27][C:28]([NH:30][C:31]2[CH:36]=[CH:35][C:34]([S:37](=[O:40])(=[O:39])[NH2:38])=[CH:33][C:32]=2[CH3:41])=[O:29])=[N:6][N:7]=1. The yield is 0.500.